This data is from Full USPTO retrosynthesis dataset with 1.9M reactions from patents (1976-2016). The task is: Predict the reactants needed to synthesize the given product. (1) The reactants are: [OH:1][CH2:2][C@H:3]1[CH2:8][CH2:7][C@H:6]([N:9]2[C:14]3[C:15]4[CH:21]=[CH:20][N:19]([CH2:22][O:23][CH2:24][CH2:25][Si:26]([CH3:29])([CH3:28])[CH3:27])[C:16]=4[N:17]=[CH:18][C:13]=3[C:12](=[O:30])[N:11]=[CH:10]2)[CH2:5][CH2:4]1.I(C1C=CC=CC=1C(O)=O)(=O)=O.S([O-])([O-])(=O)=S.[Na+].[Na+].O. Given the product [O:30]=[C:12]1[N:11]=[CH:10][N:9]([C@H:6]2[CH2:7][CH2:8][C@H:3]([CH:2]=[O:1])[CH2:4][CH2:5]2)[C:14]2[C:15]3[CH:21]=[CH:20][N:19]([CH2:22][O:23][CH2:24][CH2:25][Si:26]([CH3:29])([CH3:28])[CH3:27])[C:16]=3[N:17]=[CH:18][C:13]1=2, predict the reactants needed to synthesize it. (2) Given the product [CH3:21][S:22]([O:8][C@@H:9]([CH2:14][C:15]1[CH:20]=[CH:19][CH:18]=[CH:17][CH:16]=1)[C:10]([O:12][CH3:13])=[O:11])(=[O:24])=[O:23], predict the reactants needed to synthesize it. The reactants are: C(N(CC)CC)C.[OH:8][C@@H:9]([CH2:14][C:15]1[CH:20]=[CH:19][CH:18]=[CH:17][CH:16]=1)[C:10]([O:12][CH3:13])=[O:11].[CH3:21][S:22](Cl)(=[O:24])=[O:23].Cl. (3) Given the product [CH3:1][O:2][C:3](=[O:33])[C@H:4]([CH2:16][C:17]1[CH:22]=[CH:21][C:20]([C:23]2[C:28]([O:29][CH3:30])=[CH:27][CH:26]=[CH:25][C:24]=2[O:31][CH3:32])=[CH:19][CH:18]=1)[NH:5][C:6](=[S:43])[C:7]1[C:12]([Cl:13])=[CH:11][CH:10]=[CH:9][C:8]=1[Cl:14], predict the reactants needed to synthesize it. The reactants are: [CH3:1][O:2][C:3](=[O:33])[C@H:4]([CH2:16][C:17]1[CH:22]=[CH:21][C:20]([C:23]2[C:28]([O:29][CH3:30])=[CH:27][CH:26]=[CH:25][C:24]=2[O:31][CH3:32])=[CH:19][CH:18]=1)[NH:5][C:6](=O)[C:7]1[C:12]([Cl:13])=[CH:11][CH:10]=[CH:9][C:8]=1[Cl:14].COC1C=CC(P2(SP(C3C=CC(OC)=CC=3)(=S)S2)=[S:43])=CC=1.O. (4) Given the product [F:1][C:2]1[CH:3]=[C:4]([C@H:9]2[N:20]([CH2:21][C:22]3[CH:23]=[N:24][C:25]4[C:30]([CH:31]=3)=[CH:29][C:28]3[CH2:32][C@:33]5([CH2:43][C:27]=3[CH:26]=4)[C:41]3[C:36](=[N:37][CH:38]=[CH:39][CH:40]=3)[NH:35][C:34]5=[O:42])[C:13](=[O:14])[C:12]([CH3:19])([CH3:18])[CH2:11][CH2:10]2)[CH:5]=[C:6]([F:8])[CH:7]=1, predict the reactants needed to synthesize it. The reactants are: [F:1][C:2]1[CH:3]=[C:4]([C@@H:9]([NH:20][CH2:21][C:22]2[CH:23]=[N:24][C:25]3[C:30]([CH:31]=2)=[CH:29][C:28]2[CH2:32][C@:33]4([CH2:43][C:27]=2[CH:26]=3)[C:41]2[C:36](=[N:37][CH:38]=[CH:39][CH:40]=2)[NH:35][C:34]4=[O:42])[CH2:10][CH2:11][C:12]([CH3:19])([CH3:18])[C:13](OCC)=[O:14])[CH:5]=[C:6]([F:8])[CH:7]=1. (5) Given the product [Cl:15][C:11]1[CH:12]=[C:13]2[C:8](=[CH:9][C:10]=1[F:16])[NH:7][C:6](=[O:17])[C:5]([C@@H:3]([NH:2][C:19]1[N:24]=[C:23]([NH:25][C:26]([CH:28]3[CH2:29][CH2:30]3)=[O:27])[CH:22]=[CH:21][N:20]=1)[CH3:4])=[CH:14]2, predict the reactants needed to synthesize it. The reactants are: Cl.[NH2:2][C@H:3]([C:5]1[C:6](=[O:17])[NH:7][C:8]2[C:13]([CH:14]=1)=[CH:12][C:11]([Cl:15])=[C:10]([F:16])[CH:9]=2)[CH3:4].Cl[C:19]1[N:24]=[C:23]([NH:25][C:26]([CH:28]2[CH2:30][CH2:29]2)=[O:27])[CH:22]=[CH:21][N:20]=1.CCN(C(C)C)C(C)C. (6) Given the product [F:1][C:2]1[CH:7]=[C:6]([F:8])[CH:5]=[CH:4][C:3]=1[CH:9]([N:20]1[C@H:25]([CH2:26][CH:27]([CH3:28])[CH3:29])[C:24](=[O:30])[NH:23][C@H:22]([CH:31]2[CH2:32][C:33]3[C:38](=[CH:37][CH:36]=[CH:35][CH:34]=3)[CH2:39]2)[C:21]1=[O:40])[C:10]([OH:42])=[O:11], predict the reactants needed to synthesize it. The reactants are: [F:1][C:2]1[CH:7]=[C:6]([F:8])[CH:5]=[CH:4][C:3]=1[CH:9]([N:20]1[C@H:25]([CH2:26][CH:27]([CH3:29])[CH3:28])[C:24](=[O:30])[NH:23][C@H:22]([CH:31]2[CH2:39][C:38]3[C:33](=[CH:34][CH:35]=[CH:36][CH:37]=3)[CH2:32]2)[C:21]1=[O:40])[C:10](NC1C=CC=CC=1O)=[O:11].C(N1C=CN=C1)(N1C=CN=C1)=[O:42]. (7) Given the product [CH:14]1([C:2]2[CH:12]=[CH:11][CH:10]=[CH:9][C:3]=2[C:4]([O:6][CH2:7][CH3:8])=[O:5])[CH2:16][CH2:15]1, predict the reactants needed to synthesize it. The reactants are: Br[C:2]1[CH:12]=[CH:11][CH:10]=[CH:9][C:3]=1[C:4]([O:6][CH2:7][CH3:8])=[O:5].O.[CH:14]1(B(O)O)[CH2:16][CH2:15]1.P([O-])([O-])([O-])=O.[K+].[K+].[K+].C1(C)C=CC=CC=1.O. (8) Given the product [I:18][C:2]1[C:11]([CH3:12])=[CH:10][C:5]([C:6]([NH:8][CH3:9])=[O:7])=[CH:4][C:3]=1[CH3:13], predict the reactants needed to synthesize it. The reactants are: N[C:2]1[C:11]([CH3:12])=[CH:10][C:5]([C:6]([NH:8][CH3:9])=[O:7])=[CH:4][C:3]=1[CH3:13].N([O-])=O.[Na+].[I-:18].[K+]. (9) Given the product [O:8]=[C:6]([N:18]1[CH2:19][CH2:20][C:21](=[O:22])[CH:16]([C:10]2[CH:15]=[CH:14][CH:13]=[CH:12][CH:11]=2)[CH2:17]1)[CH2:5][NH:4][C:1](=[O:3])[CH3:2], predict the reactants needed to synthesize it. The reactants are: [C:1]([NH:4][CH2:5][C:6]([OH:8])=O)(=[O:3])[CH3:2].Cl.[C:10]1([CH:16]2[C:21](=[O:22])[CH2:20][CH2:19][NH:18][CH2:17]2)[CH:15]=[CH:14][CH:13]=[CH:12][CH:11]=1.CCN=C=NCCCN(C)C.Cl.Cl. (10) Given the product [CH2:16]([O:15][C:14]1[CH:13]=[CH:12][C:11]([CH2:18][C:19]([O:21][CH3:22])=[O:20])=[CH:10][C:9]=1[OH:8])[CH3:17], predict the reactants needed to synthesize it. The reactants are: C([O:8][C:9]1[CH:10]=[C:11]([CH2:18][C:19]([O:21][CH3:22])=[O:20])[CH:12]=[CH:13][C:14]=1[O:15][CH2:16][CH3:17])C1C=CC=CC=1.